This data is from Hepatocyte clearance measurements from AstraZeneca. The task is: Regression/Classification. Given a drug SMILES string, predict its absorption, distribution, metabolism, or excretion properties. Task type varies by dataset: regression for continuous measurements (e.g., permeability, clearance, half-life) or binary classification for categorical outcomes (e.g., BBB penetration, CYP inhibition). For this dataset (clearance_hepatocyte_az), we predict log10(clearance) (log10 of the in vitro intrinsic clearance, CLint, in uL/min per 10^6 hepatocytes; values are censored to the assay range of 3 to 150, which is 0.477 to 2.18 on this log10 scale). (1) The compound is CCN(CC)Cc1cc(Nc2ccnc3cc(Cl)ccc23)ccc1O. The log10(clearance) is 1.51. (2) The drug is NC1(c2ccc(-c3ncc4cccnc4c3-c3ccccc3)cc2)CCC1. The log10(clearance) is 1.29.